This data is from Full USPTO retrosynthesis dataset with 1.9M reactions from patents (1976-2016). The task is: Predict the reactants needed to synthesize the given product. Given the product [Cl:64][C:58]1[CH:59]=[CH:60][C:61]([F:63])=[CH:62][C:57]=1[C:56]([N:53]1[CH2:52][CH2:51][N:50]([C:48](=[O:49])[CH2:47][NH:46][C:21]([C:19]2[N:18]=[N:17][N:16]([C:11]3[CH:12]=[CH:13][CH:14]=[CH:15][N:10]=3)[CH:20]=2)=[O:23])[CH2:55][CH2:54]1)=[O:65], predict the reactants needed to synthesize it. The reactants are: CCN(C(C)C)C(C)C.[N:10]1[CH:15]=[CH:14][CH:13]=[CH:12][C:11]=1[N:16]1[CH:20]=[C:19]([C:21]([OH:23])=O)[N:18]=[N:17]1.C1C=CC2N(O)N=NC=2C=1.CCN=C=NCCCN(C)C.Cl.[NH2:46][CH2:47][C:48]([N:50]1[CH2:55][CH2:54][N:53]([C:56](=[O:65])[C:57]2[CH:62]=[C:61]([F:63])[CH:60]=[CH:59][C:58]=2[Cl:64])[CH2:52][CH2:51]1)=[O:49].ClC1C=CC(F)=CC=1C(O)=O.